Predict the reactants needed to synthesize the given product. From a dataset of Full USPTO retrosynthesis dataset with 1.9M reactions from patents (1976-2016). Given the product [Cl:1][C:2]1[CH:3]=[CH:4][C:5]([F:29])=[C:6]([C:8]2[N:13]=[C:12]([NH:14][C:15]3[C:20]([C:21]([NH2:33])=[O:22])=[CH:19][N:18]=[CH:17][CH:16]=3)[C:11]3[CH2:24][C:25]([CH3:27])([CH3:28])[CH2:26][C:10]=3[N:9]=2)[CH:7]=1, predict the reactants needed to synthesize it. The reactants are: [Cl:1][C:2]1[CH:3]=[CH:4][C:5]([F:29])=[C:6]([C:8]2[N:13]=[C:12]([NH:14][C:15]3[C:20]([C:21](O)=[O:22])=[CH:19][N:18]=[CH:17][CH:16]=3)[C:11]3[CH2:24][C:25]([CH3:28])([CH3:27])[CH2:26][C:10]=3[N:9]=2)[CH:7]=1.C(C1NC=CN=1)(C1[NH:33]C=CN=1)=O.N.